Dataset: Forward reaction prediction with 1.9M reactions from USPTO patents (1976-2016). Task: Predict the product of the given reaction. (1) The product is: [F:23][C:20]1[CH:21]=[C:22]2[C:17](=[CH:18][CH:19]=1)[N:16]=[C:15]([C:24]1[CH:29]=[CH:28][CH:27]=[CH:26][C:25]=1[OH:30])[N:14]=[C:13]2[N:1]1[CH2:5][CH2:4][C@@H:3]([NH:6][C:7]([CH:9]2[CH2:10][CH2:11]2)=[O:8])[CH2:2]1. Given the reactants [NH:1]1[CH2:5][CH2:4][C@@H:3]([NH:6][C:7]([CH:9]2[CH2:11][CH2:10]2)=[O:8])[CH2:2]1.Cl[C:13]1[C:22]2[C:17](=[CH:18][CH:19]=[C:20]([F:23])[CH:21]=2)[N:16]=[C:15]([C:24]2[CH:29]=[CH:28][CH:27]=[CH:26][C:25]=2[OH:30])[N:14]=1.C(N(CC)CC)C, predict the reaction product. (2) The product is: [CH3:1][C:2]1[N:6]([CH2:7][C:8]2[CH:9]=[CH:10][C:11]([CH3:14])=[CH:12][CH:13]=2)[N:5]=[C:4]([C:15]2[O:19][N:18]=[C:17]([C:20]3[CH:25]=[CH:24][C:23]([S:26]([C:27]4[CH:32]=[CH:31][CH:30]=[CH:29][CH:28]=4)=[O:33])=[CH:22][CH:21]=3)[N:16]=2)[CH:3]=1. Given the reactants [CH3:1][C:2]1[N:6]([CH2:7][C:8]2[CH:13]=[CH:12][C:11]([CH3:14])=[CH:10][CH:9]=2)[N:5]=[C:4]([C:15]2[O:19][N:18]=[C:17]([C:20]3[CH:25]=[CH:24][C:23]([S:26][C:27]4[CH:32]=[CH:31][CH:30]=[CH:29][CH:28]=4)=[CH:22][CH:21]=3)[N:16]=2)[CH:3]=1.[OH:33]O.O, predict the reaction product. (3) Given the reactants B([O-])[O-].[CH2:4]([O:6][C:7]([C@@H:9]1[C@H:11]([C:12]2[CH:17]=[CH:16][CH:15]=[CH:14][CH:13]=2)[C@H:10]1[C:18]1[CH:23]=[CH:22][CH:21]=[C:20](Br)[CH:19]=1)=[O:8])[CH3:5].Cl[C:26]1[N:31]=[CH:30][C:29]([F:32])=[CH:28][N:27]=1, predict the reaction product. The product is: [CH2:4]([O:6][C:7]([C@@H:9]1[C@H:11]([C:12]2[CH:17]=[CH:16][CH:15]=[CH:14][CH:13]=2)[C@H:10]1[C:18]1[CH:23]=[CH:22][CH:21]=[C:20]([C:26]2[N:31]=[CH:30][C:29]([F:32])=[CH:28][N:27]=2)[CH:19]=1)=[O:8])[CH3:5]. (4) Given the reactants [Cl:1][C:2]1[CH:33]=[C:32]([F:34])[CH:31]=[CH:30][C:3]=1[C:4]([NH:6][C:7]1[CH:8]=[C:9]([CH:14]2[C:23]([CH3:25])([CH3:24])[CH2:22][C:21]3[C:16](=[CH:17][CH:18]=[C:19]([C:26]([O:28]C)=[O:27])[CH:20]=3)[NH:15]2)[CH:10]=[CH:11][C:12]=1[F:13])=[O:5].[OH-].[Na+], predict the reaction product. The product is: [Cl:1][C:2]1[CH:33]=[C:32]([F:34])[CH:31]=[CH:30][C:3]=1[C:4]([NH:6][C:7]1[CH:8]=[C:9]([CH:14]2[C:23]([CH3:25])([CH3:24])[CH2:22][C:21]3[C:16](=[CH:17][CH:18]=[C:19]([C:26]([OH:28])=[O:27])[CH:20]=3)[NH:15]2)[CH:10]=[CH:11][C:12]=1[F:13])=[O:5]. (5) Given the reactants [Cl:1][C:2]1[CH:18]=[CH:17][C:5]([CH2:6][NH:7][C:8]([NH:10][N:11]([CH2:13][C:14]([OH:16])=O)[CH3:12])=[O:9])=[CH:4][CH:3]=1.[NH2:19][C@H:20]([C:33]([N:35]([CH2:45][C:46]1[C:47]2[CH:54]=[CH:53][CH:52]=[CH:51][C:48]=2[S:49][CH:50]=1)[C@@H:36]([CH3:44])[CH:37]([O:41][CH2:42][CH3:43])[O:38][CH2:39][CH3:40])=[O:34])[CH2:21][CH2:22][CH2:23][CH2:24][NH:25][C:26](=[O:32])[O:27][C:28]([CH3:31])([CH3:30])[CH3:29], predict the reaction product. The product is: [S:49]1[CH:50]=[C:46]([CH2:45][N:35]([C@@H:36]([CH3:44])[CH:37]([O:38][CH2:39][CH3:40])[O:41][CH2:42][CH3:43])[C:33](=[O:34])[C@@H:20]([NH:19][C:14](=[O:16])[CH2:13][N:11]([CH3:12])[NH:10][C:8](=[O:9])[NH:7][CH2:6][C:5]2[CH:4]=[CH:3][C:2]([Cl:1])=[CH:18][CH:17]=2)[CH2:21][CH2:22][CH2:23][CH2:24][NH:25][C:26](=[O:32])[O:27][C:28]([CH3:30])([CH3:29])[CH3:31])[C:47]2[CH:54]=[CH:53][CH:52]=[CH:51][C:48]1=2. (6) Given the reactants C(NC(C)C)(C)C.CCCCCC.C([Li])CCC.[F:19][C:20]1[CH:21]=[N:22][CH:23]=[C:24]([F:26])[CH:25]=1.[CH:27](OCC)=[O:28], predict the reaction product. The product is: [F:26][C:24]1[CH:23]=[N:22][CH:21]=[C:20]([F:19])[C:25]=1[CH:27]=[O:28]. (7) Given the reactants [CH3:1][N:2]1[C:6]2[C:7]3[CH:8]=[CH:9][CH:10]=[CH:11][C:12]=3[O:13][CH2:14][C:5]=2[C:4]([CH:15]=O)=[N:3]1.C(O)(=O)C.[CH2:21]([NH2:23])[CH3:22].C([BH3-])#N.[Na+], predict the reaction product. The product is: [CH3:1][N:2]1[C:6]2[C:7]3[CH:8]=[CH:9][CH:10]=[CH:11][C:12]=3[O:13][CH2:14][C:5]=2[C:4]([CH2:15][NH:23][CH2:21][CH3:22])=[N:3]1. (8) Given the reactants [Cl:1][C:2]1[C:3]([N:8]2[CH2:13][CH2:12][NH:11][CH2:10][CH2:9]2)=[N:4][CH:5]=[CH:6][N:7]=1.C[C:15]1[N:19]([C:20]2[CH:25]=[CH:24][CH:23]=[CH:22][CH:21]=2)[N:18]=[CH:17][C:16]=1[CH:26]=O.[C:28](O[BH-](OC(=O)C)OC(=O)C)(=O)C.[Na+], predict the reaction product. The product is: [Cl:1][C:2]1[C:3]([N:8]2[CH2:9][CH2:10][N:11]([CH2:26][C:16]3[C:17]([CH3:28])=[N:18][N:19]([C:20]4[CH:21]=[CH:22][CH:23]=[CH:24][CH:25]=4)[CH:15]=3)[CH2:12][CH2:13]2)=[N:4][CH:5]=[CH:6][N:7]=1. (9) Given the reactants [NH:1]1[CH2:6][CH2:5][CH:4]([C:7]2[CH:12]=[CH:11][CH:10]=[C:9]([C:13]([F:16])([F:15])[F:14])[C:8]=2[OH:17])[CH2:3][CH2:2]1.C(=O)([O-])[O-].[K+].[K+].Br[CH2:25][CH2:26][F:27].CS(OC1C=CC=C(C2CCNCC2)C=1F)(=O)=O, predict the reaction product. The product is: [F:27][CH2:26][CH2:25][N:1]1[CH2:6][CH2:5][CH:4]([C:7]2[CH:12]=[CH:11][CH:10]=[C:9]([C:13]([F:15])([F:16])[F:14])[C:8]=2[OH:17])[CH2:3][CH2:2]1. (10) Given the reactants [NH2:1][C:2]1[O:3][CH:4]([CH:8]([CH3:10])[CH3:9])[C:5](=[O:7])[N:6]=1.N[CH2:12][CH2:13][N:14]1[CH2:19][CH2:18][O:17][CH2:16][CH2:15]1, predict the reaction product. The product is: [CH:8]([CH:4]1[O:3][C:2]([NH:1][CH2:12][CH2:13][N:14]2[CH2:19][CH2:18][O:17][CH2:16][CH2:15]2)=[N:6][C:5]1=[O:7])([CH3:10])[CH3:9].